From a dataset of Forward reaction prediction with 1.9M reactions from USPTO patents (1976-2016). Predict the product of the given reaction. (1) Given the reactants C(OC(N1[CH2:12][CH2:11][N:10]([C:13]2[CH:18]=[CH:17][C:16]([NH:19][C:20]([C:22]3[N:23]=[C:24]([C:31]4[CH:36]=[CH:35][CH:34]=[CH:33][CH:32]=4)[O:25][C:26]=3[C:27]([F:30])([F:29])[F:28])=[O:21])=[CH:15][N:14]=2)[CH2:9]C1)=O)(C)C.[C:37]([O:40][C:41](=[O:74])[N:42]([CH3:73])[CH:43]1[CH2:48]CCCN1C1C=CC(NC(C2N=C(C3C=CC=CC=3)OC=2C(F)(F)F)=O)=CN=1)([CH3:39])=[CH2:38].FC(F)(F)C(O)=O.CNC1CCN(C2C=CC(NC(C3N=C(C4C=CC=CC=4)OC=3C(F)(F)F)=O)=CN=2)CC1.ClC(OC(C)=C)=O, predict the reaction product. The product is: [C:37]([O:40][C:41](=[O:74])[N:42]([CH3:73])[CH:43]1[CH2:48][CH2:9][N:10]([C:13]2[CH:18]=[CH:17][C:16]([NH:19][C:20]([C:22]3[N:23]=[C:24]([C:31]4[CH:32]=[CH:33][CH:34]=[CH:35][CH:36]=4)[O:25][C:26]=3[C:27]([F:28])([F:30])[F:29])=[O:21])=[CH:15][N:14]=2)[CH2:11][CH2:12]1)([CH3:39])=[CH2:38]. (2) Given the reactants [F:1][C:2]1[C:3]([N:12]2[CH:16]=[C:15]([CH:17]=O)[C:14]([CH3:19])=[N:13]2)=[C:4]([CH:9]=[CH:10][CH:11]=1)[C:5]([O:7][CH3:8])=[O:6].[Cl:20][C:21]1[S:25][C:24]2[C:26]3([O:32][CH2:33][C:34]([F:36])([F:35])[C:23]=2[CH:22]=1)[CH2:31][CH2:30][NH:29][CH2:28][CH2:27]3.C(O[BH-](OC(=O)C)OC(=O)C)(=O)C.[Na+], predict the reaction product. The product is: [Cl:20][C:21]1[S:25][C:24]2[C:26]3([O:32][CH2:33][C:34]([F:35])([F:36])[C:23]=2[CH:22]=1)[CH2:27][CH2:28][N:29]([CH2:17][C:15]1[C:14]([CH3:19])=[N:13][N:12]([C:3]2[C:2]([F:1])=[CH:11][CH:10]=[CH:9][C:4]=2[C:5]([O:7][CH3:8])=[O:6])[CH:16]=1)[CH2:30][CH2:31]3. (3) Given the reactants [F:1][C:2]1[CH:3]=[CH:4][C:5]2[S:9]C(C)=[N:7][C:6]=2[CH:11]=1.Cl, predict the reaction product. The product is: [NH2:7][C:6]1[CH:11]=[C:2]([F:1])[CH:3]=[CH:4][C:5]=1[SH:9]. (4) Given the reactants I[C:2]1[C:10]2[C:5](=[CH:6][CH:7]=[C:8]([C:11]3[O:15][N:14]=[C:13]([NH2:16])[N:12]=3)[CH:9]=2)[NH:4][CH:3]=1.[CH:17]([NH:20][C:21]1[CH:26]=[N:25][CH:24]=[C:23]([Sn](CCCC)(CCCC)CCCC)[N:22]=1)([CH3:19])[CH3:18].N#N, predict the reaction product. The product is: [CH:17]([NH:20][C:21]1[N:22]=[C:23]([C:2]2[C:10]3[C:5](=[CH:6][CH:7]=[C:8]([C:11]4[O:15][N:14]=[C:13]([NH2:16])[N:12]=4)[CH:9]=3)[NH:4][CH:3]=2)[CH:24]=[N:25][CH:26]=1)([CH3:19])[CH3:18]. (5) Given the reactants [CH2:1]([C:5]1[N:6]=[C:7]2[CH:34]=[CH:33][CH:32]=[CH:31][N:8]2[C:9](=[O:30])[C:10]=1[C:11]1[CH:16]=[CH:15][C:14]([NH:17][C@@H:18]2[CH2:22][CH2:21][N:20](C(OC(C)(C)C)=O)[CH2:19]2)=[CH:13][CH:12]=1)[CH2:2][CH2:3][CH3:4].[ClH:35], predict the reaction product. The product is: [ClH:35].[CH2:1]([C:5]1[N:6]=[C:7]2[CH:34]=[CH:33][CH:32]=[CH:31][N:8]2[C:9](=[O:30])[C:10]=1[C:11]1[CH:12]=[CH:13][C:14]([NH:17][C@@H:18]2[CH2:22][CH2:21][NH:20][CH2:19]2)=[CH:15][CH:16]=1)[CH2:2][CH2:3][CH3:4]. (6) Given the reactants [CH:1]1([N:5]2[CH2:11][CH2:10][CH2:9][N:8]([C:12]([N:14]3[CH2:17][CH:16]([NH2:18])[CH2:15]3)=[O:13])[CH2:7][CH2:6]2)[CH2:4][CH2:3][CH2:2]1.[Cl:19][C:20]1[CH:28]=[CH:27][C:23]([C:24](Cl)=[O:25])=[CH:22][CH:21]=1.CCN(C(C)C)C(C)C, predict the reaction product. The product is: [Cl:19][C:20]1[CH:28]=[CH:27][C:23]([C:24]([NH:18][CH:16]2[CH2:15][N:14]([C:12]([N:8]3[CH2:9][CH2:10][CH2:11][N:5]([CH:1]4[CH2:4][CH2:3][CH2:2]4)[CH2:6][CH2:7]3)=[O:13])[CH2:17]2)=[O:25])=[CH:22][CH:21]=1. (7) Given the reactants [CH:1]1[C:9]2[C:8]3[CH:10]=[CH:11][CH:12]=[CH:13][C:7]=3[O:6][C:5]=2[CH:4]=[CH:3][CH:2]=1.II.[I:16](O)(O)(O)(O)(O)=O.S(=O)(=O)(O)O, predict the reaction product. The product is: [I:16][C:2]1[CH:3]=[CH:4][C:5]2[O:6][C:7]3[CH:13]=[CH:12][CH:11]=[CH:10][C:8]=3[C:9]=2[CH:1]=1. (8) The product is: [CH3:20][C:15]1[N:14]([C:9]2[N:8]=[C:7]([CH2:6][CH2:5][C:4]3[CH:3]=[C:2]([N:35]4[CH2:34][CH2:33][N:32]([C:25]([O:27][C:28]([CH3:31])([CH3:30])[CH3:29])=[O:26])[CH2:37][CH2:36]4)[CH:23]=[C:22]([F:24])[CH:21]=3)[CH:12]=[C:11]([CH3:13])[CH:10]=2)[C:18]([CH3:19])=[CH:17][CH:16]=1. Given the reactants Br[C:2]1[CH:3]=[C:4]([CH:21]=[C:22]([F:24])[CH:23]=1)[CH2:5][CH2:6][C:7]1[CH:12]=[C:11]([CH3:13])[CH:10]=[C:9]([N:14]2[C:18]([CH3:19])=[CH:17][CH:16]=[C:15]2[CH3:20])[N:8]=1.[C:25]([N:32]1[CH2:37][CH2:36][NH:35][CH2:34][CH2:33]1)([O:27][C:28]([CH3:31])([CH3:30])[CH3:29])=[O:26], predict the reaction product.